The task is: Predict the reaction yield, written as a fraction of the theoretical maximum amount of product (1.0 means a 100% yield; for example, 0.34 means a 34% yield).. This data is from Reaction yield outcomes from USPTO patents with 853,638 reactions. (1) The reactants are C[Si](C)(C)[N-][Si](C)(C)C.[K+].C1(C)C=CC=CC=1.[CH3:18][O:19][C:20]([CH:22]1[CH:26]([C@H:27]([CH3:30])[CH2:28]I)[CH2:25][N:24]([C:31]([O:33][CH2:34][C:35]2[CH:40]=[CH:39][CH:38]=[CH:37][CH:36]=2)=[O:32])[CH2:23]1)=[O:21].[Cl-].[NH4+]. The catalyst is O1CCCC1. The product is [CH3:18][O:19][C:20]([C@:22]12[CH2:28][CH:27]([CH3:30])[CH:26]1[CH2:25][N:24]([C:31]([O:33][CH2:34][C:35]1[CH:40]=[CH:39][CH:38]=[CH:37][CH:36]=1)=[O:32])[CH2:23]2)=[O:21]. The yield is 0.780. (2) The reactants are [F:1][C:2]1[CH:7]=[CH:6][C:5]([S:8]([CH2:11][CH2:12][C:13]([OH:15])=O)(=O)=O)=[CH:4][CH:3]=1.C(Cl)(=O)C(Cl)=O. The catalyst is ClCCl.CN(C)C=O. The product is [F:1][C:2]1[CH:3]=[CH:4][C:5]2[S:8][CH2:11][CH2:12][C:13](=[O:15])[C:6]=2[CH:7]=1. The yield is 0.930. (3) The reactants are C([O:4][CH2:5][C:6]#[C:7][CH2:8][CH2:9][CH2:10][C:11]([OH:13])=[O:12])(=O)C.[C:14](Cl)(=O)C.C(=O)(O)[O-].[Na+]. The catalyst is CO. The product is [CH3:14][O:13][C:11](=[O:12])[CH2:10][CH2:9][CH2:8][C:7]#[C:6][CH2:5][OH:4]. The yield is 0.920. (4) The reactants are [I:1][C:2]1[CH:3]=[CH:4][C:5]([NH2:8])=[N:6][CH:7]=1.[CH3:9][C:10]1([CH3:17])[CH2:14][C:13](=O)[O:12][C:11]1=[O:16]. The catalyst is CN(C=O)C. The product is [I:1][C:2]1[CH:3]=[CH:4][C:5]([N:8]2[C:13](=[O:12])[CH2:14][C:10]([CH3:17])([CH3:9])[C:11]2=[O:16])=[N:6][CH:7]=1. The yield is 0.866.